Dataset: Reaction yield outcomes from USPTO patents with 853,638 reactions. Task: Predict the reaction yield, written as a fraction of the theoretical maximum amount of product (1.0 means a 100% yield; for example, 0.34 means a 34% yield). (1) The reactants are [CH2:1](Br)[C:2]1[CH:7]=[CH:6][CH:5]=[CH:4][CH:3]=1.[Mg].[C:10]([C:18]1[CH:23]=[CH:22][CH:21]=[CH:20][CH:19]=1)(=[O:17])[C:11]1[CH:16]=[CH:15][CH:14]=[CH:13][CH:12]=1. The catalyst is CCOCC. The product is [C:11]1([C:10]([C:18]2[CH:23]=[CH:22][CH:21]=[CH:20][CH:19]=2)([OH:17])[CH2:1][C:2]2[CH:7]=[CH:6][CH:5]=[CH:4][CH:3]=2)[CH:16]=[CH:15][CH:14]=[CH:13][CH:12]=1. The yield is 0.650. (2) The reactants are [CH3:1][O:2][C:3]1[CH:16]=[C:15]([O:17][CH3:18])[CH:14]=[CH:13][C:4]=1[CH2:5][NH:6][C:7]1[CH:12]=[CH:11][N:10]=[CH:9][N:8]=1.[F:19][C:20]1[CH:25]=[CH:24][C:23]([S:26](Cl)(=[O:28])=[O:27])=[CH:22][C:21]=1[C:30]([F:33])([F:32])[F:31].N12CCN(CC1)CC2. The catalyst is C(#N)C. The product is [CH3:1][O:2][C:3]1[CH:16]=[C:15]([O:17][CH3:18])[CH:14]=[CH:13][C:4]=1[CH2:5][N:6]([C:7]1[CH:12]=[CH:11][N:10]=[CH:9][N:8]=1)[S:26]([C:23]1[CH:24]=[CH:25][C:20]([F:19])=[C:21]([C:30]([F:33])([F:31])[F:32])[CH:22]=1)(=[O:28])=[O:27]. The yield is 0.330. (3) The yield is 0.690. The reactants are [SH:1][CH2:2][CH2:3][C:4]([O:6][CH3:7])=[O:5].Cl[CH2:9][C:10]([C:12]1[CH:21]=[CH:20][C:15]2[NH:16][C:17](=[O:19])[NH:18][C:14]=2[CH:13]=1)=[O:11].C(=O)([O-])[O-].[K+].[K+]. The product is [O:11]=[C:10]([C:12]1[CH:21]=[CH:20][C:15]2[NH:16][C:17](=[O:19])[NH:18][C:14]=2[CH:13]=1)[CH2:9][S:1][CH2:2][CH2:3][C:4]([O:6][CH3:7])=[O:5]. The catalyst is O1CCCC1. (4) The reactants are [O:1]=[CH:2][C@H:3]([C@@H:5]([C@@H:7]([CH2:9][OH:10])[OH:8])[OH:6])[OH:4].[CH3:11]O. The catalyst is Cl. The product is [O:1]([CH3:11])[CH:2]1[O:8][C@H:7]([CH2:9][OH:10])[C@@H:5]([OH:6])[C@@H:3]1[OH:4]. The yield is 0.950. (5) The yield is 0.830. The reactants are [C:1]([O:5][C:6]([N:8]1[CH2:13][CH2:12][CH:11]([O:14][C:15]2[CH:20]=[CH:19][C:18]([N+:21]([O-:23])=[O:22])=[CH:17][C:16]=2[C:24](O)=[O:25])[CH2:10][CH2:9]1)=[O:7])([CH3:4])([CH3:3])[CH3:2].ClC(OCC(C)C)=O.[CH2:35]([N:37](CC)[CH2:38]C)C.CNC. The product is [C:1]([O:5][C:6]([N:8]1[CH2:13][CH2:12][CH:11]([O:14][C:15]2[CH:20]=[CH:19][C:18]([N+:21]([O-:23])=[O:22])=[CH:17][C:16]=2[C:24](=[O:25])[N:37]([CH3:38])[CH3:35])[CH2:10][CH2:9]1)=[O:7])([CH3:3])([CH3:2])[CH3:4]. The catalyst is ClCCl.